From a dataset of Forward reaction prediction with 1.9M reactions from USPTO patents (1976-2016). Predict the product of the given reaction. (1) Given the reactants CCN=C=NCCCN(C)C.[Cl:12][C:13]1[CH:21]=[N:20][CH:19]=[CH:18][C:14]=1[C:15]([OH:17])=O.[NH2:22][C:23]1[CH:28]=[C:27]([C:29]([F:38])([C:34]([F:37])([F:36])[F:35])[C:30]([F:33])([F:32])[F:31])[CH:26]=[CH:25][C:24]=1[OH:39], predict the reaction product. The product is: [Cl:12][C:13]1[CH:21]=[N:20][CH:19]=[CH:18][C:14]=1[C:15]([NH:22][C:23]1[CH:28]=[C:27]([C:29]([F:38])([C:30]([F:31])([F:32])[F:33])[C:34]([F:35])([F:36])[F:37])[CH:26]=[CH:25][C:24]=1[OH:39])=[O:17]. (2) Given the reactants [NH:1]1[CH2:6][CH2:5][CH2:4][C@@H:3]([C:7]([OH:9])=[O:8])[CH2:2]1.[C:10](=O)([O:19]N1C(=O)CCC1=O)[O:11][CH2:12][C:13]1[CH:18]=[CH:17][CH:16]=[CH:15][CH:14]=1.C([O-])([O-])=O.[Na+].[Na+].O1CCOCC1, predict the reaction product. The product is: [CH2:12]([O:11][C:10]([N:1]1[CH2:6][CH2:5][CH2:4][C@@H:3]([C:7]([OH:9])=[O:8])[CH2:2]1)=[O:19])[C:13]1[CH:18]=[CH:17][CH:16]=[CH:15][CH:14]=1. (3) Given the reactants FC(F)(F)S(O[CH2:7][C:8]([F:17])([F:16])[C:9]1[CH:14]=[CH:13][C:12]([F:15])=[CH:11][CH:10]=1)(=O)=O.[NH:20]1[CH2:25][CH2:24][CH:23]([NH:26][C:27](=[O:33])[O:28][C:29]([CH3:32])([CH3:31])[CH3:30])[CH2:22][CH2:21]1.CCN(C(C)C)C(C)C, predict the reaction product. The product is: [F:17][C:8]([F:16])([C:9]1[CH:10]=[CH:11][C:12]([F:15])=[CH:13][CH:14]=1)[CH2:7][N:20]1[CH2:21][CH2:22][CH:23]([NH:26][C:27](=[O:33])[O:28][C:29]([CH3:31])([CH3:30])[CH3:32])[CH2:24][CH2:25]1. (4) Given the reactants Cl[C:2]1[C:3]([C:20]([NH2:22])=[O:21])=[N:4][C:5]([CH2:18][CH3:19])=[C:6]([O:8][C:9]2[CH:14]=[CH:13][CH:12]=[C:11]([N+:15]([O-:17])=[O:16])[CH:10]=2)[N:7]=1.[CH3:23][N:24]1[CH2:29][CH2:28][N:27]([CH2:30][C:31]2[CH:37]=[CH:36][C:34]([NH2:35])=[CH:33][CH:32]=2)[CH2:26][CH2:25]1.C1(P(C2CCCCC2)C2C=CC=CC=2C2C(C(C)C)=CC(C(C)C)=CC=2C(C)C)CCCCC1.C(=O)([O-])[O-].[Cs+].[Cs+], predict the reaction product. The product is: [CH2:18]([C:5]1[N:4]=[C:3]([C:20]([NH2:22])=[O:21])[C:2]([NH:35][C:34]2[CH:33]=[CH:32][C:31]([CH2:30][N:27]3[CH2:26][CH2:25][N:24]([CH3:23])[CH2:29][CH2:28]3)=[CH:37][CH:36]=2)=[N:7][C:6]=1[O:8][C:9]1[CH:14]=[CH:13][CH:12]=[C:11]([N+:15]([O-:17])=[O:16])[CH:10]=1)[CH3:19]. (5) Given the reactants [NH2:1][C:2]1[N:7]=[C:6]([C:8]2[O:9][CH:10]=[CH:11][CH:12]=2)[C:5]([C:13]#[N:14])=[C:4](S(C)=O)[N:3]=1.Cl.[CH3:19][C:20]1[N:25]=[CH:24][C:23]([CH2:26][OH:27])=[CH:22][CH:21]=1.C1CCN2C(=NCCC2)CC1, predict the reaction product. The product is: [NH2:1][C:2]1[N:7]=[C:6]([C:8]2[O:9][CH:10]=[CH:11][CH:12]=2)[C:5]([C:13]#[N:14])=[C:4]([O:27][CH2:26][C:23]2[CH:24]=[N:25][C:20]([CH3:19])=[CH:21][CH:22]=2)[N:3]=1. (6) Given the reactants [NH2:1][C:2]1[CH:3]=[CH:4][C:5]2[O:9][N:8]=[C:7]([C:10]([NH:12][C:13]3[CH:25]=[CH:24][C:23]([C:26]#[N:27])=[CH:22][C:14]=3[C:15]([O:17]C(C)(C)C)=[O:16])=[O:11])[C:6]=2[CH:28]=1.[CH:29]1([C:33](Cl)=[O:34])[CH2:32][CH2:31][CH2:30]1, predict the reaction product. The product is: [C:26]([C:23]1[CH:24]=[CH:25][C:13]([NH:12][C:10]([C:7]2[C:6]3[CH:28]=[C:2]([NH:1][C:33]([CH:29]4[CH2:32][CH2:31][CH2:30]4)=[O:34])[CH:3]=[CH:4][C:5]=3[O:9][N:8]=2)=[O:11])=[C:14]([CH:22]=1)[C:15]([OH:17])=[O:16])#[N:27]. (7) Given the reactants FC(F)(F)S(O[C:7]1[C@:23]2([CH3:24])[C@H:10]([C@H:11]3[C@H:20]([CH2:21][CH2:22]2)[C@:19]2([CH3:25])[C:14](=[CH:15][C:16](=[O:26])[CH2:17][CH2:18]2)[N:13]([CH3:27])[CH2:12]3)[CH2:9][CH:8]=1)(=O)=O.C(=O)([O-])[O-].[Na+].[Na+], predict the reaction product. The product is: [CH3:27][N:13]1[CH2:12][C@@H:11]2[C@H:20]([CH2:21][CH2:22][C@:23]3([CH3:24])[C:7]([C:11]4[CH:12]=[N:13][CH:14]=[CH:19][CH:20]=4)=[CH:8][CH2:9][C@H:10]32)[C@:19]2([CH3:25])[C:14]1=[CH:15][C:16](=[O:26])[CH2:17][CH2:18]2.